This data is from Catalyst prediction with 721,799 reactions and 888 catalyst types from USPTO. The task is: Predict which catalyst facilitates the given reaction. (1) Reactant: [BH4-].[Na+].[CH2:3]([N:10]1[C:18]2[C:13](=[N:14][C:15]([Cl:19])=[CH:16][CH:17]=2)[CH:12]=[C:11]1[CH:20]=[O:21])[C:4]1[CH:9]=[CH:8][CH:7]=[CH:6][CH:5]=1. Product: [CH2:3]([N:10]1[C:18]2[C:13](=[N:14][C:15]([Cl:19])=[CH:16][CH:17]=2)[CH:12]=[C:11]1[CH2:20][OH:21])[C:4]1[CH:5]=[CH:6][CH:7]=[CH:8][CH:9]=1. The catalyst class is: 242. (2) Reactant: C(NC(C)C)(C)C.C([Li])CCC.[C:13]1(=[O:19])[CH2:18][CH2:17][CH2:16][CH2:15][CH2:14]1.[C:20]([O:24][CH2:25][CH3:26])(=[O:23])[CH:21]=[O:22]. Product: [OH:22][CH:21]([CH:14]1[CH2:15][CH2:16][CH2:17][CH2:18][C:13]1=[O:19])[C:20]([O:24][CH2:25][CH3:26])=[O:23]. The catalyst class is: 7. (3) Reactant: [C:1]([C:5]1[CH:10]=[CH:9][C:8]([S:11]([N:14]([C:18]2[CH:22]=[CH:21][S:20][C:19]=2[C:23]([O:25][CH3:26])=[O:24])COC)(=[O:13])=[O:12])=[C:7]([C:27]2[CH:28]=[N:29][CH:30]=[N:31][CH:32]=2)[CH:6]=1)([CH3:4])([CH3:3])[CH3:2].Cl. Product: [C:1]([C:5]1[CH:10]=[CH:9][C:8]([S:11]([NH:14][C:18]2[CH:22]=[CH:21][S:20][C:19]=2[C:23]([O:25][CH3:26])=[O:24])(=[O:13])=[O:12])=[C:7]([C:27]2[CH:32]=[N:31][CH:30]=[N:29][CH:28]=2)[CH:6]=1)([CH3:4])([CH3:2])[CH3:3]. The catalyst class is: 7. (4) Reactant: [CH2:1]([O:8][C:9]1[CH:10]=[C:11]([C:15]2[N:20]=[C:19](/[CH:21]=[CH:22]/[N:23](C)C)[C:18]([N+]([O-])=O)=[C:17]([N:29]3[CH2:34][CH2:33][O:32][CH2:31][CH2:30]3)[N:16]=2)[CH:12]=[CH:13][CH:14]=1)[C:2]1[CH:7]=[CH:6][CH:5]=[CH:4][CH:3]=1. Product: [CH2:1]([O:8][C:9]1[CH:10]=[C:11]([C:15]2[N:16]=[C:17]([N:29]3[CH2:34][CH2:33][O:32][CH2:31][CH2:30]3)[C:18]3[NH:23][CH:22]=[CH:21][C:19]=3[N:20]=2)[CH:12]=[CH:13][CH:14]=1)[C:2]1[CH:3]=[CH:4][CH:5]=[CH:6][CH:7]=1. The catalyst class is: 19.